From a dataset of Forward reaction prediction with 1.9M reactions from USPTO patents (1976-2016). Predict the product of the given reaction. (1) The product is: [F:3][C:4]1[CH:5]=[C:6]([NH:33][C:34]([NH:36][C:37](=[O:45])[CH2:38][C:39]2[CH:40]=[CH:41][CH:42]=[CH:43][CH:44]=2)=[S:35])[CH:7]=[CH:8][C:9]=1[O:10][C:11]1[C:20]2[C:15](=[CH:16][C:17]([O:23][CH2:24][CH:25]3[CH2:32][CH:28]4[CH2:29][N:30]([CH3:48])[CH2:31][CH:27]4[CH2:26]3)=[C:18]([O:21][CH3:22])[CH:19]=2)[N:14]=[CH:13][N:12]=1. Given the reactants Br.Br.[F:3][C:4]1[CH:5]=[C:6]([NH:33][C:34]([NH:36][C:37](=[O:45])[CH2:38][C:39]2[CH:44]=[CH:43][CH:42]=[CH:41][CH:40]=2)=[S:35])[CH:7]=[CH:8][C:9]=1[O:10][C:11]1[C:20]2[C:15](=[CH:16][C:17]([O:23][CH2:24][CH:25]3[CH2:32][CH:28]4[CH2:29][NH:30][CH2:31][CH:27]4[CH2:26]3)=[C:18]([O:21][CH3:22])[CH:19]=2)[N:14]=[CH:13][N:12]=1.C=O.[C:48]([O-])(O)=O.[Na+], predict the reaction product. (2) Given the reactants [C:1]([C:5]1[CH:10]=[CH:9][C:8]([C:11]2[N:12]([C:30]([Cl:32])=[O:31])[C@H:13]([C:23]3[CH:28]=[CH:27][C:26]([F:29])=[CH:25][CH:24]=3)[C@H:14]([C:16]3[CH:21]=[CH:20][C:19]([F:22])=[CH:18][CH:17]=3)[N:15]=2)=[C:7]([O:33][CH2:34][CH3:35])[CH:6]=1)([CH3:4])([CH3:3])[CH3:2].Cl.Cl.[CH3:38][S:39]([CH2:42][CH2:43][N:44]1[CH2:49][CH2:48][NH:47][CH2:46][CH2:45]1)(=[O:41])=[O:40], predict the reaction product. The product is: [ClH:32].[C:1]([C:5]1[CH:10]=[CH:9][C:8]([C:11]2[N:12]([C:30]([N:47]3[CH2:46][CH2:45][N:44]([CH2:43][CH2:42][S:39]([CH3:38])(=[O:40])=[O:41])[CH2:49][CH2:48]3)=[O:31])[C@H:13]([C:23]3[CH:28]=[CH:27][C:26]([F:29])=[CH:25][CH:24]=3)[C@H:14]([C:16]3[CH:21]=[CH:20][C:19]([F:22])=[CH:18][CH:17]=3)[N:15]=2)=[C:7]([O:33][CH2:34][CH3:35])[CH:6]=1)([CH3:4])([CH3:3])[CH3:2]. (3) Given the reactants [I:1][C:2]1[N:7]=[C:6]([CH3:8])[C:5]([OH:9])=[CH:4][CH:3]=1.[Cl:10][C:11]1[CH:16]=[C:15](Cl)[N:14]=[CH:13][N:12]=1.C([O-])([O-])=O.[K+].[K+], predict the reaction product. The product is: [Cl:10][C:11]1[CH:16]=[C:15]([O:9][C:5]2[C:6]([CH3:8])=[N:7][C:2]([I:1])=[CH:3][CH:4]=2)[N:14]=[CH:13][N:12]=1. (4) Given the reactants [CH:1]([Li])([CH2:3]C)[CH3:2].CO[N:8]([CH3:14])[C:9](=O)[CH2:10][CH2:11][CH3:12].FC(F)(F)C(O)=O.[CH2:22]1[CH2:26][O:25][CH2:24][CH2:23]1, predict the reaction product. The product is: [CH3:24][O:25][C:26]1[CH:12]=[C:11]2[C:14](=[CH:23][CH:22]=1)[NH:8][C:9]([CH2:2][CH2:1][CH3:3])=[CH:10]2. (5) Given the reactants [Br:1][C:2]1[CH:3]=[C:4]([N:8]2[CH:13]=[C:12]([O:14][CH2:15][C:16]3[CH:21]=[CH:20][C:19]([O:22][CH3:23])=[CH:18][CH:17]=3)[C:11](=[O:24])[CH:10]=[C:9]2[CH:25]=[O:26])[CH:5]=[CH:6][CH:7]=1.[F:27][C:28]([Si](C)(C)C)([F:30])[F:29].[F-].C([N+](CCCC)(CCCC)CCCC)CCC, predict the reaction product. The product is: [Br:1][C:2]1[CH:3]=[C:4]([N:8]2[CH:13]=[C:12]([O:14][CH2:15][C:16]3[CH:21]=[CH:20][C:19]([O:22][CH3:23])=[CH:18][CH:17]=3)[C:11](=[O:24])[CH:10]=[C:9]2[CH:25]([OH:26])[C:28]([F:30])([F:29])[F:27])[CH:5]=[CH:6][CH:7]=1. (6) Given the reactants [C:1]([O:5][C:6]([N:8]1[CH2:13][CH2:12][NH:11][CH:10]([CH3:14])[CH2:9]1)=[O:7])([CH3:4])([CH3:3])[CH3:2].[Cl:15][C:16]1[C:21](Cl)=[N:20][CH:19]=[CH:18][N:17]=1.CN(C=O)C, predict the reaction product. The product is: [C:1]([O:5][C:6]([N:8]1[CH2:13][CH2:12][N:11]([C:21]2[C:16]([Cl:15])=[N:17][CH:18]=[CH:19][N:20]=2)[CH:10]([CH3:14])[CH2:9]1)=[O:7])([CH3:4])([CH3:2])[CH3:3].